From a dataset of Catalyst prediction with 721,799 reactions and 888 catalyst types from USPTO. Predict which catalyst facilitates the given reaction. Reactant: [Br:1][C:2]1[C:10]2[O:9][CH:8]=[C:7]([C:11]([O:13]CC)=[O:12])[C:6]=2[CH:5]=[CH:4][CH:3]=1.O[Li].O. Product: [Br:1][C:2]1[C:10]2[O:9][CH:8]=[C:7]([C:11]([OH:13])=[O:12])[C:6]=2[CH:5]=[CH:4][CH:3]=1. The catalyst class is: 200.